This data is from Full USPTO retrosynthesis dataset with 1.9M reactions from patents (1976-2016). The task is: Predict the reactants needed to synthesize the given product. Given the product [CH:2]1([C:5]2[N:9]([CH2:10][C:11]3[CH:16]=[CH:15][C:14]([O:17][CH3:18])=[CH:13][CH:12]=3)[N:8]=[C:7]([C:19]3[N:20]=[C:31]([NH2:30])[C:32]([O:35][CH3:36])=[CH:33][N:21]=3)[C:6]=2[CH3:22])[CH2:3][CH2:4]1, predict the reactants needed to synthesize it. The reactants are: Cl.[CH:2]1([C:5]2[N:9]([CH2:10][C:11]3[CH:16]=[CH:15][C:14]([O:17][CH3:18])=[CH:13][CH:12]=3)[N:8]=[C:7]([C:19](=[NH:21])[NH2:20])[C:6]=2[CH3:22])[CH2:4][CH2:3]1.N1CCCCC1.C[N:30](C)[CH:31](N(C)C)[CH:32]([O:35][CH3:36])[C:33]#N.